From a dataset of Catalyst prediction with 721,799 reactions and 888 catalyst types from USPTO. Predict which catalyst facilitates the given reaction. (1) Reactant: [CH:1]1([CH:7]2[CH2:11][CH2:10][N:9](CC3C=CC(OC)=CC=3)[C:8]2=[O:21])[CH2:6][CH2:5][CH2:4][CH2:3][CH2:2]1.[N+]([O-])([O-])=O.[Ce+4].[NH4+].[NH4+].[N+]([O-])([O-])=O.[N+]([O-])([O-])=O.[N+]([O-])([O-])=O.[N+]([O-])([O-])=O.[N+]([O-])([O-])=O.C(#N)C. Product: [CH:1]1([CH:7]2[CH2:11][CH2:10][NH:9][C:8]2=[O:21])[CH2:2][CH2:3][CH2:4][CH2:5][CH2:6]1. The catalyst class is: 6. (2) Reactant: [N:1]12[CH2:9][CH2:8][CH:5]([CH2:6][CH2:7]1)[N:4]([C:10]([C:12]1[O:13][C:14]([C:17]3[CH:22]=[CH:21][C:20]([NH2:23])=[CH:19][CH:18]=3)=[CH:15][CH:16]=1)=[O:11])[CH2:3][CH2:2]2.C(NC(C)C)(C)C.[C:31](Cl)(=[O:38])[C:32]1[CH:37]=[CH:36][CH:35]=[CH:34][CH:33]=1.[OH-].[Na+]. Product: [N:1]12[CH2:7][CH2:6][CH:5]([CH2:8][CH2:9]1)[N:4]([C:10]([C:12]1[O:13][C:14]([C:17]3[CH:22]=[CH:21][C:20]([NH:23][C:31](=[O:38])[C:32]4[CH:37]=[CH:36][CH:35]=[CH:34][CH:33]=4)=[CH:19][CH:18]=3)=[CH:15][CH:16]=1)=[O:11])[CH2:3][CH2:2]2. The catalyst class is: 4. (3) Product: [N:3]1[CH:4]=[CH:5][C:6]([C:36]2[O:40][N:41]=[CH:42][N:37]=2)=[N:1][CH:2]=1. Reactant: [N:1]1[CH:6]=[CH:5][CH:4]=[N:3][C:2]=1C(O)=O.CCN(C(C)C)C(C)C.C1C=CC2N(O)N=NC=2C=1.C(Cl)CCl.CN([C:36]([O:40][N:41]1N=NC2C=CC=C[C:42]1=2)=[N+:37](C)C)C.[B-](F)(F)(F)F.ONC(C1C=CC=CN=1)=N.C1C2C(C3ON=C(N)N=3)CN(C2)C1. The catalyst class is: 3. (4) Reactant: [CH2:1]([N:8]1[CH2:13][CH2:12][CH2:11][CH2:10][CH:9]1[CH2:14][CH2:15][CH:16]=O)[C:2]1[CH:7]=[CH:6][CH:5]=[CH:4][CH:3]=1.[NH2:18][CH:19]1[CH2:27][C:26]2[C:21](=[CH:22][CH:23]=[CH:24][CH:25]=2)[CH2:20]1.C(O)(=O)C.C(O[BH-](OC(=O)C)OC(=O)C)(=O)C.[Na+]. Product: [CH2:1]([N:8]1[CH2:13][CH2:12][CH2:11][CH2:10][CH:9]1[CH2:14][CH2:15][CH2:16][NH:18][CH:19]1[CH2:27][C:26]2[C:21](=[CH:22][CH:23]=[CH:24][CH:25]=2)[CH2:20]1)[C:2]1[CH:7]=[CH:6][CH:5]=[CH:4][CH:3]=1. The catalyst class is: 2. (5) Reactant: [Cl:1][C:2]1[CH:3]=[C:4]([C:17]2[CH:22]=[C:21]([F:23])[CH:20]=[CH:19][C:18]=2[O:24]C)[CH:5]=[CH:6][C:7]=1[C:8]([N:10]1[CH2:14][CH2:13][CH2:12][C:11]1([CH3:16])[CH3:15])=[O:9].B(Br)(Br)Br. Product: [Cl:1][C:2]1[CH:3]=[C:4]([C:17]2[C:18]([OH:24])=[CH:19][CH:20]=[C:21]([F:23])[CH:22]=2)[CH:5]=[CH:6][C:7]=1[C:8]([N:10]1[CH2:14][CH2:13][CH2:12][C:11]1([CH3:16])[CH3:15])=[O:9]. The catalyst class is: 2. (6) Reactant: [Si]([O:8][CH2:9][CH2:10][CH2:11][O:12][C:13]1[CH:18]=[CH:17][C:16]([N:19]([C:43]2[CH:48]=[CH:47][C:46]([O:49][CH3:50])=[CH:45][CH:44]=2)[C:20]2[CH:25]=[CH:24][C:23]([N:26]([C:35]3[CH:40]=[CH:39][C:38]([O:41][CH3:42])=[CH:37][CH:36]=3)[C:27]3[CH:32]=[CH:31][C:30]([O:33][CH3:34])=[CH:29][CH:28]=3)=[CH:22][CH:21]=2)=[CH:15][CH:14]=1)(C(C)(C)C)(C)C.O1CCCC1.[F-].C([N+](CCCC)(CCCC)CCCC)CCC. Product: [CH3:34][O:33][C:30]1[CH:29]=[CH:28][C:27]([N:26]([C:35]2[CH:36]=[CH:37][C:38]([O:41][CH3:42])=[CH:39][CH:40]=2)[C:23]2[CH:22]=[CH:21][C:20]([N:19]([C:43]3[CH:48]=[CH:47][C:46]([O:49][CH3:50])=[CH:45][CH:44]=3)[C:16]3[CH:17]=[CH:18][C:13]([O:12][CH2:11][CH2:10][CH2:9][OH:8])=[CH:14][CH:15]=3)=[CH:25][CH:24]=2)=[CH:32][CH:31]=1. The catalyst class is: 6.